From a dataset of Forward reaction prediction with 1.9M reactions from USPTO patents (1976-2016). Predict the product of the given reaction. (1) Given the reactants [CH3:1][O:2][C:3]1[CH:4]=[C:5]2[C:10](=[CH:11][C:12]=1[O:13][CH3:14])[N:9]=[CH:8][N:7]=[C:6]2[N:15]1[CH2:20][CH2:19][C:18]2[NH:21][N:22]=[C:23]([CH2:24]O)[C:17]=2[CH2:16]1.S(Cl)([Cl:28])=O, predict the reaction product. The product is: [Cl:28][CH2:24][C:23]1[C:17]2[CH2:16][N:15]([C:6]3[C:5]4[C:10](=[CH:11][C:12]([O:13][CH3:14])=[C:3]([O:2][CH3:1])[CH:4]=4)[N:9]=[CH:8][N:7]=3)[CH2:20][CH2:19][C:18]=2[NH:21][N:22]=1. (2) The product is: [Cl:1][C:2]1[CH:7]=[C:6]([NH:8][C:9]2[CH:14]=[CH:13][C:52]([F:51])=[CH:53][C:54]=2[CH3:55])[CH:5]=[CH:4][C:3]=1[C:19]([C:21]1[CH:26]=[C:25]([N+:27]([O-:29])=[O:28])[CH:24]=[CH:23][C:22]=1[CH3:30])=[O:20]. Given the reactants [Cl:1][C:2]1[CH:7]=[C:6]([NH:8][C:9]2[CH:14]=[CH:13]C(C(F)(F)F)=CC=2)[CH:5]=[CH:4][C:3]=1[C:19]([C:21]1[CH:26]=[C:25]([N+:27]([O-:29])=[O:28])[CH:24]=[CH:23][C:22]=1[CH3:30])=[O:20].BrC1C=CC(C(C2C=C([N+]([O-])=O)C=CC=2C)=O)=C(Cl)C=1.[F:51][C:52]1C=C[C:55](N)=[C:54](C)[CH:53]=1, predict the reaction product.